From a dataset of Forward reaction prediction with 1.9M reactions from USPTO patents (1976-2016). Predict the product of the given reaction. (1) Given the reactants CC1(C)[O:6][CH:5]([CH2:7][O:8][C:9]2[CH:21]=[C:20]3[C:12]([C:13]4[C:14]([C:25]5[CH:30]=[CH:29][CH:28]=[C:27]([N:31]6[CH2:39][C:38]7[C:33](=[CH:34][C:35]([CH3:40])=[CH:36][CH:37]=7)[C:32]6=[O:41])[C:26]=5[CH3:42])=[CH:15][CH:16]=[C:17]([C:22]([NH2:24])=[O:23])[C:18]=4[NH:19]3)=[CH:11][CH:10]=2)[CH2:4][O:3]1.C(O)(C(F)(F)F)=O, predict the reaction product. The product is: [OH:6][CH:5]([CH2:4][OH:3])[CH2:7][O:8][C:9]1[CH:21]=[C:20]2[C:12]([C:13]3[C:14]([C:25]4[CH:30]=[CH:29][CH:28]=[C:27]([N:31]5[CH2:39][C:38]6[C:33](=[CH:34][C:35]([CH3:40])=[CH:36][CH:37]=6)[C:32]5=[O:41])[C:26]=4[CH3:42])=[CH:15][CH:16]=[C:17]([C:22]([NH2:24])=[O:23])[C:18]=3[NH:19]2)=[CH:11][CH:10]=1. (2) Given the reactants [CH3:1][C:2]1[NH:3][C:4]2[CH:5]=[CH:6][NH:7][C:8](=[O:26])[C:9]=2[CH:10]([C:14]2[CH:15]=[CH:16][CH:17]=[C:18]3[C:23]=2[O:22][C:21]([CH3:24])=[CH:20][C:19]3=[O:25])[C:11]=1[C:12]#[N:13].[F:27][C:28]([F:41])([F:40])[S:29](O[S:29]([C:28]([F:41])([F:40])[F:27])(=[O:31])=[O:30])(=[O:31])=[O:30], predict the reaction product. The product is: [F:27][C:28]([F:41])([F:40])[S:29]([O:26][C:8]1[N:7]=[CH:6][CH:5]=[C:4]2[C:9]=1[CH:10]([C:14]1[CH:15]=[CH:16][CH:17]=[C:18]3[C:23]=1[O:22][C:21]([CH3:24])=[CH:20][C:19]3=[O:25])[C:11]([C:12]#[N:13])=[C:2]([CH3:1])[NH:3]2)(=[O:31])=[O:30]. (3) Given the reactants [CH:1]1([C:4]2[C:5]([O:18][C@@H:19]3[CH2:24][C:23]([F:26])([F:25])[C:22](=O)[N:21]([CH2:28][C:29]4[CH:34]=[CH:33][C:32]([O:35][CH3:36])=[CH:31][CH:30]=4)[CH2:20]3)=[CH:6][C:7]([F:17])=[C:8]([CH:16]=2)[C:9]([O:11][C:12]([CH3:15])([CH3:14])[CH3:13])=[O:10])[CH2:3][CH2:2]1.B, predict the reaction product. The product is: [CH:1]1([C:4]2[C:5]([O:18][C@@H:19]3[CH2:24][C:23]([F:25])([F:26])[CH2:22][N:21]([CH2:28][C:29]4[CH:30]=[CH:31][C:32]([O:35][CH3:36])=[CH:33][CH:34]=4)[CH2:20]3)=[CH:6][C:7]([F:17])=[C:8]([CH:16]=2)[C:9]([O:11][C:12]([CH3:15])([CH3:14])[CH3:13])=[O:10])[CH2:3][CH2:2]1.